The task is: Predict the reaction yield, written as a fraction of the theoretical maximum amount of product (1.0 means a 100% yield; for example, 0.34 means a 34% yield).. This data is from Reaction yield outcomes from USPTO patents with 853,638 reactions. (1) The reactants are [NH:1]1[CH2:7][C:5](=[O:6])[NH:4][C:2]1=[O:3].[CH:8]1([NH:11][C:12]2[N:17]3[N:18]=[CH:19][C:20]([CH:21]=O)=[C:16]3[N:15]=[C:14]([N:23]3[CH2:28][CH2:27][N:26]([C:29]4[N:36]=[CH:35][CH:34]=[CH:33][C:30]=4[C:31]#[N:32])[CH2:25][CH2:24]3)[CH:13]=2)[CH2:10][CH2:9]1.N1CCCCC1. The catalyst is C(O)C.O. The product is [CH:8]1([NH:11][C:12]2[N:17]3[N:18]=[CH:19][C:20]([CH:21]=[C:7]4[C:5](=[O:6])[NH:4][C:2](=[O:3])[NH:1]4)=[C:16]3[N:15]=[C:14]([N:23]3[CH2:28][CH2:27][N:26]([C:29]4[N:36]=[CH:35][CH:34]=[CH:33][C:30]=4[C:31]#[N:32])[CH2:25][CH2:24]3)[CH:13]=2)[CH2:9][CH2:10]1. The yield is 0.210. (2) The catalyst is C1C=CC=CC=1. The yield is 0.920. The reactants are Br[C:2]1[C:11]2[C:6](=[CH:7][CH:8]=[C:9]([C:12]#[N:13])[CH:10]=2)[CH:5]=[CH:4][C:3]=1[N:14]([CH2:22][CH:23]=[CH:24][Cl:25])[C:15](=[O:21])[O:16][C:17]([CH3:20])([CH3:19])[CH3:18].CCCC[SnH](CCCC)CCCC.CC(N=NC(C#N)(C)C)(C#N)C. The product is [Cl:25][CH2:24][CH:23]1[C:2]2[C:11]3[CH:10]=[C:9]([C:12]#[N:13])[CH:8]=[CH:7][C:6]=3[CH:5]=[CH:4][C:3]=2[N:14]([C:15]([O:16][C:17]([CH3:20])([CH3:19])[CH3:18])=[O:21])[CH2:22]1. (3) The reactants are N(C[C@H]1CCNC[C@H]1O)=[N+]=[N-].C(N(CC)CC)C.FC1C([O:26][C:27]([C:29]2[N:30]=[N:31][C:32]([CH2:48][CH2:49][CH2:50][CH3:51])=[C:33]([C:35]3[CH:40]=[CH:39][C:38]([O:41][CH:42]4[CH2:47][CH2:46][CH2:45][CH2:44][CH2:43]4)=[CH:37][CH:36]=3)[CH:34]=2)=O)=C(F)C(F)=C(F)C=1F.CCOC(C)=O. The catalyst is COCCOC. The product is [CH2:48]([C:32]1[N:31]=[N:30][C:29]([CH:27]=[O:26])=[CH:34][C:33]=1[C:35]1[CH:36]=[CH:37][C:38]([O:41][CH:42]2[CH2:47][CH2:46][CH2:45][CH2:44][CH2:43]2)=[CH:39][CH:40]=1)[CH2:49][CH2:50][CH3:51]. The yield is 0.250. (4) The reactants are C1(P(C2C=CC=CC=2)C2C=CC=CC=2)C=CC=CC=1.[CH3:20][O:21][CH2:22][CH2:23][OH:24].[CH3:25][C:26]1([CH3:40])[C:30]([CH3:32])([CH3:31])[O:29][B:28]([C:33]2[CH:38]=[CH:37][C:36](O)=[CH:35][CH:34]=2)[O:27]1.N(C(N1CCCCC1)=O)=NC(N1CCCCC1)=O. The catalyst is C1COCC1. The product is [CH3:20][O:21][CH2:22][CH2:23][O:24][C:36]1[CH:37]=[CH:38][C:33]([B:28]2[O:29][C:30]([CH3:32])([CH3:31])[C:26]([CH3:40])([CH3:25])[O:27]2)=[CH:34][CH:35]=1. The yield is 0.480. (5) The catalyst is C(O)CCC. The reactants are Cl.[CH2:2]([O:9][C:10]1[C:11]([C:24]([O:26][C:27]([CH3:30])([CH3:29])[CH3:28])=[O:25])=[N:12][C:13]([CH2:17][CH:18]2[CH2:23][CH2:22][NH:21][CH2:20][CH2:19]2)=[N:14][C:15]=1[CH3:16])[C:3]1[CH:8]=[CH:7][CH:6]=[CH:5][CH:4]=1.Cl[C:32]1[S:33][C:34]2[CH:40]=[CH:39][CH:38]=[CH:37][C:35]=2[N:36]=1.C(N(C(C)C)CC)(C)C. The product is [S:33]1[C:34]2[CH:40]=[CH:39][CH:38]=[CH:37][C:35]=2[N:36]=[C:32]1[N:21]1[CH2:22][CH2:23][CH:18]([CH2:17][C:13]2[N:12]=[C:11]([C:24]([O:26][C:27]([CH3:30])([CH3:29])[CH3:28])=[O:25])[C:10]([O:9][CH2:2][C:3]3[CH:4]=[CH:5][CH:6]=[CH:7][CH:8]=3)=[C:15]([CH3:16])[N:14]=2)[CH2:19][CH2:20]1. The yield is 0.380. (6) The reactants are [NH2:1][C:2]1[CH:29]=[CH:28][C:5]([O:6][C:7]2[C:12]3=[C:13]([CH3:27])[C:14]([C:16]([NH:18][CH2:19][CH2:20][N:21]4[CH2:26][CH2:25][O:24][CH2:23][CH2:22]4)=[O:17])=[CH:15][N:11]3[N:10]=[CH:9][N:8]=2)=[C:4]([F:30])[CH:3]=1.CCN(CC)CC.[F:38][C:39]1[CH:47]=[CH:46][C:45]([CH3:48])=[CH:44][C:40]=1[C:41]([Cl:43])=[O:42]. The catalyst is C1COCC1. The product is [ClH:43].[F:30][C:4]1[CH:3]=[C:2]([NH:1][C:41](=[O:42])[C:40]2[CH:44]=[C:45]([CH3:48])[CH:46]=[CH:47][C:39]=2[F:38])[CH:29]=[CH:28][C:5]=1[O:6][C:7]1[C:12]2=[C:13]([CH3:27])[C:14]([C:16]([NH:18][CH2:19][CH2:20][N:21]3[CH2:26][CH2:25][O:24][CH2:23][CH2:22]3)=[O:17])=[CH:15][N:11]2[N:10]=[CH:9][N:8]=1. The yield is 0.230. (7) The reactants are [NH2:1][C:2]1[CH:7]=[CH:6][C:5]([CH2:8][C:9]([O:11][C:12]([CH3:15])([CH3:14])[CH3:13])=[O:10])=[CH:4][C:3]=1[O:16][CH3:17].[C:18]1([N:24]=[C:25]=[O:26])[CH:23]=[CH:22][CH:21]=[CH:20][CH:19]=1. The catalyst is C(Cl)Cl. The product is [CH3:17][O:16][C:3]1[CH:4]=[C:5]([CH2:8][C:9]([O:11][C:12]([CH3:14])([CH3:13])[CH3:15])=[O:10])[CH:6]=[CH:7][C:2]=1[NH:1][C:25]([NH:24][C:18]1[CH:23]=[CH:22][CH:21]=[CH:20][CH:19]=1)=[O:26]. The yield is 1.00. (8) The product is [CH:1]1([C:7]2[C:15]3[C:10](=[CH:11][C:12]([C:16]([OH:18])=[O:17])=[CH:13][CH:14]=3)[N:9]([CH2:26][C:27]3[CH:34]=[CH:33][CH:32]=[C:29]([CH3:30])[CH:28]=3)[C:8]=2[C:20]2[CH:25]=[CH:24][CH:23]=[CH:22][CH:21]=2)[CH2:6][CH2:5][CH2:4][CH2:3][CH2:2]1. The yield is 0.960. No catalyst specified. The reactants are [CH:1]1([C:7]2[C:15]3[C:10](=[CH:11][C:12]([C:16]([O:18]C)=[O:17])=[CH:13][CH:14]=3)[NH:9][C:8]=2[C:20]2[CH:25]=[CH:24][CH:23]=[CH:22][CH:21]=2)[CH2:6][CH2:5][CH2:4][CH2:3][CH2:2]1.[CH3:26][C:27]1[CH:28]=[C:29]([CH:32]=[CH:33][CH:34]=1)[CH2:30]Br. (9) The reactants are [F:1][C:2]1[CH:7]=[CH:6][C:5]([CH2:8]O)=[CH:4][C:3]=1[O:10][CH3:11].S(Cl)([Cl:14])=O. The catalyst is ClCCl.CN(C)C=O. The product is [Cl:14][CH2:8][C:5]1[CH:6]=[CH:7][C:2]([F:1])=[C:3]([O:10][CH3:11])[CH:4]=1. The yield is 0.720.